Task: Predict the reactants needed to synthesize the given product.. Dataset: Full USPTO retrosynthesis dataset with 1.9M reactions from patents (1976-2016) (1) The reactants are: C(OC([N:8]1[CH2:16][C:15]2[C:10](=[CH:11][CH:12]=[C:13]([N:17]3[CH2:22][CH2:21][N:20]([CH3:23])[CH2:19][CH2:18]3)[CH:14]=2)[CH2:9]1)=O)(C)(C)C.[ClH:24].O1CCOCC1. Given the product [ClH:24].[ClH:24].[CH3:23][N:20]1[CH2:21][CH2:22][N:17]([C:13]2[CH:14]=[C:15]3[C:10](=[CH:11][CH:12]=2)[CH2:9][NH:8][CH2:16]3)[CH2:18][CH2:19]1, predict the reactants needed to synthesize it. (2) Given the product [Br:1][C:2]1[CH:7]=[C:6]([Cl:8])[CH:5]=[C:4]([CH2:9][Br:17])[CH:3]=1, predict the reactants needed to synthesize it. The reactants are: [Br:1][C:2]1[CH:3]=[C:4]([CH3:9])[CH:5]=[C:6]([Cl:8])[CH:7]=1.C1C(=O)N([Br:17])C(=O)C1.CC(N=NC(C#N)(C)C)(C#N)C.ClCCl. (3) Given the product [CH2:13]([C:2]1[CH:3]=[C:4]([CH:9]=[CH:10][N:11]=1)[C:5]([O:7][CH3:8])=[O:6])[C:14]1[CH:19]=[CH:18][CH:17]=[CH:16][CH:15]=1, predict the reactants needed to synthesize it. The reactants are: Cl[C:2]1[CH:3]=[C:4]([CH:9]=[CH:10][N:11]=1)[C:5]([O:7][CH3:8])=[O:6].[Br-].[CH2:13]([Zn+])[C:14]1[CH:19]=[CH:18][CH:17]=[CH:16][CH:15]=1.